Dataset: Reaction yield outcomes from USPTO patents with 853,638 reactions. Task: Predict the reaction yield, written as a fraction of the theoretical maximum amount of product (1.0 means a 100% yield; for example, 0.34 means a 34% yield). (1) The reactants are C([O:3][C:4]([C:6]1[N:11]=[C:10]2[N:12]([CH2:15][C:16]3[CH:17]=[C:18]4[C:23](=[CH:24][C:25]=3[F:26])[N:22]=[CH:21][CH:20]=[CH:19]4)[N:13]=[N:14][C:9]2=[N:8][CH:7]=1)=[CH2:5])C.Cl. The catalyst is C(O)(=O)C. The product is [F:26][C:25]1[CH:24]=[C:23]2[C:18]([CH:19]=[CH:20][CH:21]=[N:22]2)=[CH:17][C:16]=1[CH2:15][N:12]1[C:10]2[C:9](=[N:8][CH:7]=[C:6]([C:4](=[O:3])[CH3:5])[N:11]=2)[N:14]=[N:13]1. The yield is 0.960. (2) The reactants are CS[C:3]1[CH:8]=[CH:7][CH:6]=[CH:5][C:4]=1[NH:9][C:10]1[N:15]2[N:16]=[CH:17][C:18]([C:19]([NH:21][S:22]([CH2:25][CH3:26])(=[O:24])=[O:23])=[O:20])=[C:14]2[N:13]=[CH:12][C:11]=1[C:27]([N:29]1[CH2:34][CH2:33][CH:32]([C:35]2[CH:40]=[CH:39][CH:38]=[CH:37][CH:36]=2)[CH2:31][CH2:30]1)=[O:28].OO[S:43]([O-:45])=[O:44].[K+].S([O-])([O-])(=O)=S.[Na+].[Na+].[C:54](#N)C. The catalyst is O. The product is [CH3:54][S:43]([C:3]1[CH:8]=[CH:7][CH:6]=[CH:5][C:4]=1[NH:9][C:10]1[N:15]2[N:16]=[CH:17][C:18]([C:19]([NH:21][S:22]([CH2:25][CH3:26])(=[O:23])=[O:24])=[O:20])=[C:14]2[N:13]=[CH:12][C:11]=1[C:27]([N:29]1[CH2:34][CH2:33][CH:32]([C:35]2[CH:40]=[CH:39][CH:38]=[CH:37][CH:36]=2)[CH2:31][CH2:30]1)=[O:28])(=[O:45])=[O:44]. The yield is 0.710. (3) The reactants are [CH2:1]([O:4][C:5]([NH:7][C@@H:8]([CH:12]([CH3:14])[CH3:13])[C:9]([OH:11])=[O:10])=[O:6])[CH:2]=[CH2:3].O[N:16]1[C:20](=[O:21])[CH2:19][CH2:18][C:17]1=[O:22].C1(N=C=NC2CCCCC2)CCCCC1. The catalyst is C1COCC1. The product is [CH2:1]([O:4][C:5]([NH:7][C@@H:8]([CH:12]([CH3:14])[CH3:13])[C:9]([O:11][N:16]1[C:20](=[O:21])[CH2:19][CH2:18][C:17]1=[O:22])=[O:10])=[O:6])[CH:2]=[CH2:3]. The yield is 1.00. (4) The reactants are [F:1][C:2]([F:13])([F:12])[O:3][C:4]1[CH:11]=[CH:10][C:7]([CH2:8]Br)=[CH:6][CH:5]=1.[OH:14][C:15]1[CH:20]=[CH:19][C:18]([N:21]([C:38](=[O:47])/[CH:39]=[CH:40]/[C:41]2[CH:46]=[CH:45][CH:44]=[CH:43][CH:42]=2)[CH2:22][C:23]([N:25]2[CH2:29][CH2:28][C@H:27]([NH:30][C:31](=[O:37])[O:32][C:33]([CH3:36])([CH3:35])[CH3:34])[CH2:26]2)=[O:24])=[CH:17][CH:16]=1.C(=O)([O-])[O-].[Cs+].[Cs+]. The catalyst is CCCC[N+](CCCC)(CCCC)CCCC.[I-].CN(C=O)C.C(OCC)(=O)C. The product is [F:1][C:2]([F:13])([F:12])[O:3][C:4]1[CH:11]=[CH:10][C:7]([CH2:8][O:14][C:15]2[CH:20]=[CH:19][C:18]([N:21]([C:38](=[O:47])/[CH:39]=[CH:40]/[C:41]3[CH:46]=[CH:45][CH:44]=[CH:43][CH:42]=3)[CH2:22][C:23]([N:25]3[CH2:29][CH2:28][C@H:27]([NH:30][C:31](=[O:37])[O:32][C:33]([CH3:36])([CH3:35])[CH3:34])[CH2:26]3)=[O:24])=[CH:17][CH:16]=2)=[CH:6][CH:5]=1. The yield is 0.750. (5) The reactants are [H-].[H-].[H-].[H-].[Li+].[Al+3].[CH3:7][O:8][C:9]1[CH:17]=[C:16]2[C:12]([CH:13]=[C:14]([C:18](OC)=O)[NH:15]2)=[CH:11][CH:10]=1. The catalyst is O1CCOCC1. The product is [CH3:7][O:8][C:9]1[CH:17]=[C:16]2[C:12]([CH:13]=[C:14]([CH3:18])[NH:15]2)=[CH:11][CH:10]=1. The yield is 0.610. (6) The reactants are [OH:1]/[N:2]=[CH:3]/[C:4]1[CH:5]=[CH:6][C:7]2[N:8]([C:10]([CH2:13][NH:14]C(=O)OC(C)(C)C)=[N:11][N:12]=2)[N:9]=1.[CH:22]([C:24]1[CH:25]=[CH:26][C:27]2N(C(CNC(=O)OC(C)(C)C)=NN=2)N=1)=O.Cl.NO.[OH-].[Na+]. The catalyst is C1COCC1. The product is [CH:25]1([C:24]2[O:1][N:2]=[C:3]([C:4]3[CH:5]=[CH:6][C:7]4[N:8]([C:10]([CH2:13][NH2:14])=[N:11][N:12]=4)[N:9]=3)[CH:22]=2)[CH2:26][CH2:27]1. The yield is 0.470.